This data is from Catalyst prediction with 721,799 reactions and 888 catalyst types from USPTO. The task is: Predict which catalyst facilitates the given reaction. (1) Reactant: Cl[C:2]1[CH:7]=[C:6]([C:8]2[S:9][CH:10]=[CH:11][CH:12]=2)[CH:5]=[CH:4][N:3]=1.[I-:13].[Na+].C(Cl)(=O)C. Product: [I:13][C:2]1[CH:7]=[C:6]([C:8]2[S:9][CH:10]=[CH:11][CH:12]=2)[CH:5]=[CH:4][N:3]=1. The catalyst class is: 10. (2) Reactant: [C:1]([O:5][C:6](=[O:28])[NH:7][C@H:8]([CH2:20][C:21]1[CH:26]=[CH:25][CH:24]=[CH:23][C:22]=1[F:27])[CH2:9][C:10]([O:12]N1C(=O)CCC1=O)=O)([CH3:4])([CH3:3])[CH3:2].Cl.[NH2:30][CH:31]1[CH2:40][C:39]2[C:34](=[CH:35][CH:36]=[CH:37][N:38]=2)[N:33]([CH3:41])[C:32]1=[O:42].C(N(CC)CC)C. Product: [C:1]([O:5][C:6](=[O:28])[NH:7][C@H:8]([CH2:20][C:21]1[CH:26]=[CH:25][CH:24]=[CH:23][C:22]=1[F:27])[CH2:9][C:10]([NH:30][CH:31]1[CH2:40][C:39]2[C:34](=[CH:35][CH:36]=[CH:37][N:38]=2)[N:33]([CH3:41])[C:32]1=[O:42])=[O:12])([CH3:2])([CH3:3])[CH3:4]. The catalyst class is: 10. (3) Reactant: [CH:1]1[C:9]2[C:8]3[CH:10]=[CH:11][CH:12]=[CH:13][C:7]=3[S:6][C:5]=2[C:4](B(O)O)=[CH:3][CH:2]=1.Br[C:18]1[CH:23]=[CH:22][C:21]([Si:24]([C:37]2[CH:42]=[CH:41][C:40]([Br:43])=[CH:39][CH:38]=2)([C:31]2[CH:36]=[CH:35][CH:34]=[CH:33][CH:32]=2)[C:25]2[CH:30]=[CH:29][CH:28]=[CH:27][CH:26]=2)=[CH:20][CH:19]=1.C([O-])([O-])=O.[K+].[K+]. Product: [Br:43][C:40]1[CH:39]=[CH:38][C:37]([Si:24]([C:31]2[CH:32]=[CH:33][C:34]([C:4]3[C:5]4[S:6][C:7]5[CH:13]=[CH:12][CH:11]=[CH:10][C:8]=5[C:9]=4[CH:1]=[CH:2][CH:3]=3)=[CH:35][CH:36]=2)([C:21]2[CH:22]=[CH:23][CH:18]=[CH:19][CH:20]=2)[C:25]2[CH:30]=[CH:29][CH:28]=[CH:27][CH:26]=2)=[CH:42][CH:41]=1. The catalyst class is: 398. (4) Product: [C:1]([C:5]1[CH:6]=[C:7]([N+:14]([O-:16])=[O:15])[C:8]([O:12][CH3:13])=[C:9]([S:26][CH3:25])[CH:10]=1)([CH3:4])([CH3:3])[CH3:2]. Reactant: [C:1]([C:5]1[CH:6]=[C:7]([N+:14]([O-:16])=[O:15])[C:8]([O:12][CH3:13])=[C:9](N)[CH:10]=1)([CH3:4])([CH3:3])[CH3:2].C(ON=O)CC(C)C.[CH3:25][S:26]SC. The catalyst class is: 10. (5) Reactant: C1(P(C2C=CC=CC=2)C2C=CC=CC=2)C=CC=CC=1.N1C=CN=C1.[I:25]I.O[CH2:28][C:29]1[CH:44]=[CH:43][C:32]([CH2:33][NH:34][C:35]([C:37]2[N:38]=[CH:39][N:40]([CH3:42])[CH:41]=2)=[O:36])=[CH:31][CH:30]=1. Product: [I:25][CH2:28][C:29]1[CH:44]=[CH:43][C:32]([CH2:33][NH:34][C:35]([C:37]2[N:38]=[CH:39][N:40]([CH3:42])[CH:41]=2)=[O:36])=[CH:31][CH:30]=1. The catalyst class is: 4. (6) Reactant: [F:1][C:2]([F:33])([F:32])[C:3]1[CH:7]=[C:6]([C:8]([F:11])([F:10])[F:9])[N:5]([CH2:12][C:13]2[CH:18]=[CH:17][C:16]([N:19]3[C:27](=[O:28])[C:26]4[C:21](=[CH:22][CH:23]=[CH:24][C:25]=4[Cl:29])[C:20]3=[O:30])=[C:15]([CH3:31])[CH:14]=2)[N:4]=1.[CH:34]([NH2:38])([CH2:36][CH3:37])[CH3:35].C(O)(=O)C. Product: [F:33][C:2]([F:32])([F:1])[C:3]1[CH:7]=[C:6]([C:8]([F:9])([F:11])[F:10])[N:5]([CH2:12][C:13]2[CH:18]=[CH:17][C:16]([NH:19][C:20]([C:21]3[C:26]([C:27]([NH:38][CH:34]([CH2:36][CH3:37])[CH3:35])=[O:28])=[C:25]([Cl:29])[CH:24]=[CH:23][CH:22]=3)=[O:30])=[C:15]([CH3:31])[CH:14]=2)[N:4]=1. The catalyst class is: 12.